Dataset: Reaction yield outcomes from USPTO patents with 853,638 reactions. Task: Predict the reaction yield, written as a fraction of the theoretical maximum amount of product (1.0 means a 100% yield; for example, 0.34 means a 34% yield). (1) The reactants are [NH2:1][C:2]1[N:3]([CH3:24])[C:4](=[O:23])[C:5]2([C:15]3[C:10](=[CH:11][CH:12]=[C:13](Br)[CH:14]=3)[O:9][CH:8]([C:17]3[CH:22]=[CH:21][CH:20]=[CH:19][CH:18]=3)[CH2:7]2)[N:6]=1.[C:25]([O:29][C:30]([N:32]1[CH:36]=[CH:35][CH:34]=[C:33]1B(O)O)=[O:31])([CH3:28])([CH3:27])[CH3:26]. The catalyst is O1CCOCC1.C([O-])([O-])=O.[Cs+].[Cs+].Cl[Pd](Cl)([P](C1C=CC=CC=1)(C1C=CC=CC=1)C1C=CC=CC=1)[P](C1C=CC=CC=1)(C1C=CC=CC=1)C1C=CC=CC=1. The product is [NH2:1][C:2]1[N:3]([CH3:24])[C:4](=[O:23])[C:5]2([C:15]3[C:10](=[CH:11][CH:12]=[C:13]([C:33]4[N:32]([C:30]([O:29][C:25]([CH3:28])([CH3:27])[CH3:26])=[O:31])[CH:36]=[CH:35][CH:34]=4)[CH:14]=3)[O:9][CH:8]([C:17]3[CH:22]=[CH:21][CH:20]=[CH:19][CH:18]=3)[CH2:7]2)[N:6]=1. The yield is 0.0200. (2) The reactants are [Cl:1][C:2]1[CH:3]=[CH:4][C:5]([O:11][CH3:12])=[C:6](B(O)O)[CH:7]=1.Br[C:14]1[CH:19]=[CH:18][C:17]([S:20]([CH2:23][CH3:24])(=[O:22])=[O:21])=[CH:16][C:15]=1[F:25].C(=O)([O-])[O-].[Na+].[Na+]. The catalyst is O1CCOCC1.O.[Pd].C1(P(C2C=CC=CC=2)C2C=CC=CC=2)C=CC=CC=1.C1(P(C2C=CC=CC=2)C2C=CC=CC=2)C=CC=CC=1.C1(P(C2C=CC=CC=2)C2C=CC=CC=2)C=CC=CC=1.C1(P(C2C=CC=CC=2)C2C=CC=CC=2)C=CC=CC=1. The product is [Cl:1][C:2]1[CH:3]=[CH:4][C:5]([O:11][CH3:12])=[C:6]([C:14]2[CH:19]=[CH:18][C:17]([S:20]([CH2:23][CH3:24])(=[O:22])=[O:21])=[CH:16][C:15]=2[F:25])[CH:7]=1. The yield is 0.900.